From a dataset of Forward reaction prediction with 1.9M reactions from USPTO patents (1976-2016). Predict the product of the given reaction. (1) Given the reactants [CH2:1]([O:3][CH:4]([O:12][CH2:13][CH3:14])[C:5]1[CH:10]=[CH:9][CH:8]=[CH:7][C:6]=1Br)[CH3:2].C([Li])CCC.CON(C)[C:23](=[O:32])[C:24]1[CH:29]=[CH:28][C:27]([Cl:30])=[CH:26][C:25]=1[F:31], predict the reaction product. The product is: [CH2:1]([O:3][CH:4]([O:12][CH2:13][CH3:14])[C:5]1[CH:10]=[CH:9][CH:8]=[CH:7][C:6]=1[C:23]([C:24]1[CH:29]=[CH:28][C:27]([Cl:30])=[CH:26][C:25]=1[F:31])=[O:32])[CH3:2]. (2) Given the reactants C[O:2][C:3](=[O:29])[CH2:4][CH:5]1[CH2:9][CH2:8][N:7]([CH:10]2[CH2:28][CH2:27][C:12]3([C:18]4[CH:19]=[CH:20][CH:21]=[CH:22][C:17]=4[CH2:16][C:15]4[CH:23]=[CH:24][CH:25]=[CH:26][C:14]=4[CH2:13]3)[CH2:11]2)[CH2:6]1.[Li+].[OH-], predict the reaction product. The product is: [CH:26]1[C:14]2[CH2:13][C:12]3([CH2:27][CH2:28][CH:10]([N:7]4[CH2:8][CH2:9][CH:5]([CH2:4][C:3]([OH:29])=[O:2])[CH2:6]4)[CH2:11]3)[C:18]3[CH:19]=[CH:20][CH:21]=[CH:22][C:17]=3[CH2:16][C:15]=2[CH:23]=[CH:24][CH:25]=1.